Task: Predict the reaction yield, written as a fraction of the theoretical maximum amount of product (1.0 means a 100% yield; for example, 0.34 means a 34% yield).. Dataset: Reaction yield outcomes from USPTO patents with 853,638 reactions (1) The reactants are [C:1]([O:5][C:6]([N:8]1[CH2:13][CH2:12][CH:11]([C:14]2[NH:15][CH:16]=[CH:17][N:18]=2)[CH2:10][CH2:9]1)=[O:7])([CH3:4])([CH3:3])[CH3:2].[OH-].[K+].Br[CH2:22][CH2:23][O:24][CH:25]1[CH2:30][CH2:29][CH2:28][CH2:27][O:26]1. The catalyst is CS(C)=O. The product is [C:1]([O:5][C:6]([N:8]1[CH2:9][CH2:10][CH:11]([C:14]2[N:18]([CH2:22][CH2:23][O:24][CH:25]3[CH2:30][CH2:29][CH2:28][CH2:27][O:26]3)[CH:17]=[CH:16][N:15]=2)[CH2:12][CH2:13]1)=[O:7])([CH3:4])([CH3:2])[CH3:3]. The yield is 0.970. (2) The reactants are [I:1][C:2]1[CH:3]=[N:4][NH:5][CH:6]=1.C(OCN1C2N=CN=C(C3C=NN([CH:29]([O:31][CH2:32][CH3:33])[CH3:30])C=3)C=2C=C1)(=O)C(C)(C)C.Cl.C([O-])(O)=O.[Na+]. The catalyst is O1CCOCC1.C1(C)C=CC=CC=1. The product is [CH2:29]([O:31][CH2:32][CH2:33][N:4]1[CH:3]=[C:2]([I:1])[CH:6]=[N:5]1)[CH3:30]. The yield is 0.980.